This data is from Full USPTO retrosynthesis dataset with 1.9M reactions from patents (1976-2016). The task is: Predict the reactants needed to synthesize the given product. Given the product [O:1]1[CH:28]=[N:4][C:3]([C:5]2[N:6]=[N:7][C:8]([N:11]3[CH2:16][CH2:15][CH:14]([O:17][C:18]4[CH:23]=[CH:22][CH:21]=[CH:20][C:19]=4[C:24]([F:27])([F:26])[F:25])[CH2:13][CH2:12]3)=[CH:9][CH:10]=2)=[N:2]1, predict the reactants needed to synthesize it. The reactants are: [OH:1][N:2]=[C:3]([C:5]1[N:6]=[N:7][C:8]([N:11]2[CH2:16][CH2:15][CH:14]([O:17][C:18]3[CH:23]=[CH:22][CH:21]=[CH:20][C:19]=3[C:24]([F:27])([F:26])[F:25])[CH2:13][CH2:12]2)=[CH:9][CH:10]=1)[NH2:4].[CH:28](OCC)(OCC)OCC.B(F)(F)F.CCOCC.